From a dataset of Forward reaction prediction with 1.9M reactions from USPTO patents (1976-2016). Predict the product of the given reaction. (1) Given the reactants [N:1]1([C:10]2[S:14][C:13]([C:15](O)=[O:16])=[C:12]([O:18][CH2:19][C:20]3[CH:25]=[CH:24][CH:23]=[CH:22][C:21]=3[CH3:26])[CH:11]=2)[C:5]2[CH:6]=[CH:7][CH:8]=[CH:9][C:4]=2[N:3]=[CH:2]1.ClC(N(C)C)=C(C)C.[CH2:35]([CH2:37][NH2:38])[OH:36].C(N(C(C)C)CC)(C)C, predict the reaction product. The product is: [N:1]1([C:10]2[S:14][C:13]([C:15]([NH:38][CH2:37][CH2:35][OH:36])=[O:16])=[C:12]([O:18][CH2:19][C:20]3[CH:25]=[CH:24][CH:23]=[CH:22][C:21]=3[CH3:26])[CH:11]=2)[C:5]2[CH:6]=[CH:7][CH:8]=[CH:9][C:4]=2[N:3]=[CH:2]1. (2) Given the reactants O=[C:2]1[CH2:6][CH2:5][C@@H:4]([C:7]([O:9][CH2:10][C:11]2[CH:16]=[CH:15][CH:14]=[CH:13][CH:12]=2)=[O:8])[CH2:3]1.[F:17][C:18]1[CH:19]=[C:20]([N:24]2[CH2:29][CH2:28][NH:27][CH2:26][CH2:25]2)[CH:21]=[CH:22][CH:23]=1.C(O)(=O)C.C(O[BH-](OC(=O)C)OC(=O)C)(=O)C.[Na+].C(=O)(O)[O-].[Na+], predict the reaction product. The product is: [F:17][C:18]1[CH:19]=[C:20]([N:24]2[CH2:29][CH2:28][N:27]([C@H:2]3[CH2:6][CH2:5][C@@H:4]([C:7]([O:9][CH2:10][C:11]4[CH:16]=[CH:15][CH:14]=[CH:13][CH:12]=4)=[O:8])[CH2:3]3)[CH2:26][CH2:25]2)[CH:21]=[CH:22][CH:23]=1. (3) Given the reactants C1(C(C2C=CC=CC=2)[N:8]2[CH2:11][CH:10]([CH:12]([C:17]3[CH:18]=[C:19]([CH:25]=[C:26]([F:28])[CH:27]=3)[C:20]([O:22][CH2:23][CH3:24])=[O:21])[C:13]([F:16])([CH3:15])[CH3:14])[CH2:9]2)C=CC=CC=1.OCC1(OC[C@@H](O)[C@@H](O)[C@H]1O)O.[H][H], predict the reaction product. The product is: [NH:8]1[CH2:11][CH:10]([CH:12]([C:17]2[CH:18]=[C:19]([CH:25]=[C:26]([F:28])[CH:27]=2)[C:20]([O:22][CH2:23][CH3:24])=[O:21])[C:13]([F:16])([CH3:15])[CH3:14])[CH2:9]1. (4) Given the reactants CS([O:5][C:6]1[CH:7]=[C:8]2[C:34](=[CH:35][C:36]=1[CH3:37])[O:33][C:11]1([CH2:20][C:19]([CH3:22])([CH3:21])[C:18]3[C:13](=[CH:14][C:15]([CH3:32])=[C:16]([O:23][CH2:24][CH2:25][CH2:26]OS(C)(=O)=O)[CH:17]=3)[O:12]1)[CH2:10][C:9]2([CH3:39])[CH3:38])(=O)=O.[NH:40]1[CH:44]=[CH:43][N:42]=[CH:41]1.[H-].[Na+].O, predict the reaction product. The product is: [OH:5][C:6]1[CH:7]=[C:8]2[C:34](=[CH:35][C:36]=1[CH3:37])[O:33][C:11]1([CH2:20][C:19]([CH3:22])([CH3:21])[C:18]3[C:13](=[CH:14][C:15]([CH3:32])=[C:16]([O:23][CH2:24][CH2:25][CH2:26][N:40]4[CH:44]=[CH:43][N:42]=[CH:41]4)[CH:17]=3)[O:12]1)[CH2:10][C:9]2([CH3:38])[CH3:39]. (5) Given the reactants [C:1]1([SH:7])[CH:6]=[CH:5][CH:4]=[CH:3][CH:2]=1.Br.Br[C:10]1[CH:15]=[CH:14][CH:13]=[CH:12][N:11]=1.[H-].[Na+].[C:18]([O-:21])([O-])=O.[K+].[K+].[CH3:24][O:25][C:26](=[O:33])[C@H:27]([CH2:29][CH2:30][S:31][CH3:32])[NH2:28], predict the reaction product. The product is: [CH3:24][O:25][C:26](=[O:33])[C@H:27]([CH2:29][CH2:30][S:31][CH3:32])[NH:28][C:18](=[O:21])[C:4]1[CH:5]=[CH:6][C:1]([S:7][C:10]2[CH:15]=[CH:14][CH:13]=[CH:12][N:11]=2)=[CH:2][C:3]=1[C:1]1[CH:6]=[CH:5][CH:4]=[CH:3][CH:2]=1.